From a dataset of Peptide-MHC class II binding affinity with 134,281 pairs from IEDB. Regression. Given a peptide amino acid sequence and an MHC pseudo amino acid sequence, predict their binding affinity value. This is MHC class II binding data. (1) The peptide sequence is HFSNVFRSVMAPFTM. The MHC is HLA-DQA10101-DQB10501 with pseudo-sequence HLA-DQA10101-DQB10501. The binding affinity (normalized) is 0.203. (2) The peptide sequence is FQEFMIVPSGAPSFT. The MHC is HLA-DPA10103-DPB10301 with pseudo-sequence HLA-DPA10103-DPB10301. The binding affinity (normalized) is 0.625.